From a dataset of Reaction yield outcomes from USPTO patents with 853,638 reactions. Predict the reaction yield, written as a fraction of the theoretical maximum amount of product (1.0 means a 100% yield; for example, 0.34 means a 34% yield). The reactants are C([O:4][C:5]1[CH:14]=[C:13]2[C:8]([CH:9]=[C:10]([CH:16]=[O:17])[C:11](Cl)=[N:12]2)=[CH:7][CH:6]=1)(=O)C.CCN(CC)CC.O. The catalyst is CN(C=O)C.C1C=CC([P]([Pd]([P](C2C=CC=CC=2)(C2C=CC=CC=2)C2C=CC=CC=2)([P](C2C=CC=CC=2)(C2C=CC=CC=2)C2C=CC=CC=2)[P](C2C=CC=CC=2)(C2C=CC=CC=2)C2C=CC=CC=2)(C2C=CC=CC=2)C2C=CC=CC=2)=CC=1. The product is [OH:4][C:5]1[CH:14]=[C:13]2[C:8]([CH:9]=[C:10]([CH:16]=[O:17])[CH:11]=[N:12]2)=[CH:7][CH:6]=1. The yield is 0.600.